Dataset: NCI-60 drug combinations with 297,098 pairs across 59 cell lines. Task: Regression. Given two drug SMILES strings and cell line genomic features, predict the synergy score measuring deviation from expected non-interaction effect. Drug 1: COC1=CC(=CC(=C1O)OC)C2C3C(COC3=O)C(C4=CC5=C(C=C24)OCO5)OC6C(C(C7C(O6)COC(O7)C8=CC=CS8)O)O. Drug 2: CC1=C(N=C(N=C1N)C(CC(=O)N)NCC(C(=O)N)N)C(=O)NC(C(C2=CN=CN2)OC3C(C(C(C(O3)CO)O)O)OC4C(C(C(C(O4)CO)O)OC(=O)N)O)C(=O)NC(C)C(C(C)C(=O)NC(C(C)O)C(=O)NCCC5=NC(=CS5)C6=NC(=CS6)C(=O)NCCC[S+](C)C)O. Cell line: NCI-H322M. Synergy scores: CSS=7.05, Synergy_ZIP=-1.04, Synergy_Bliss=3.34, Synergy_Loewe=2.03, Synergy_HSA=2.66.